From a dataset of Catalyst prediction with 721,799 reactions and 888 catalyst types from USPTO. Predict which catalyst facilitates the given reaction. Reactant: [CH3:1][NH:2][CH3:3].CS(O[CH2:9][CH2:10][CH:11]1[CH2:16][CH2:15][N:14]([C:17]2[CH:26]=[C:25]([C:27](=[O:45])[NH:28][CH2:29][C@H:30]3[CH2:35][CH2:34][C@H:33]([CH2:36][NH:37][C:38]([O:40][C:41]([CH3:44])([CH3:43])[CH3:42])=[O:39])[CH2:32][CH2:31]3)[C:24]3[C:19](=[CH:20][CH:21]=[CH:22][CH:23]=3)[N:18]=2)[CH2:13][CH2:12]1)(=O)=O. Product: [CH3:1][N:2]([CH3:3])[CH2:9][CH2:10][CH:11]1[CH2:12][CH2:13][N:14]([C:17]2[CH:26]=[C:25]([C:27]([NH:28][CH2:29][C@H:30]3[CH2:35][CH2:34][C@H:33]([CH2:36][NH:37][C:38](=[O:39])[O:40][C:41]([CH3:43])([CH3:44])[CH3:42])[CH2:32][CH2:31]3)=[O:45])[C:24]3[C:19](=[CH:20][CH:21]=[CH:22][CH:23]=3)[N:18]=2)[CH2:15][CH2:16]1. The catalyst class is: 3.